From a dataset of Catalyst prediction with 721,799 reactions and 888 catalyst types from USPTO. Predict which catalyst facilitates the given reaction. (1) Reactant: [CH2:1]([C:3]1[CH:8]=[CH:7][C:6]([C:9](=O)[CH:10]([OH:17])[C:11]2[CH:16]=[CH:15][CH:14]=[CH:13][CH:12]=2)=[CH:5][CH:4]=1)[CH3:2].[C:19](#[N:23])[CH2:20][C:21]#[N:22].C(NCC)C.O. Product: [NH2:23][C:19]1[O:17][C:10]([C:11]2[CH:16]=[CH:15][CH:14]=[CH:13][CH:12]=2)=[C:9]([C:6]2[CH:7]=[CH:8][C:3]([CH2:1][CH3:2])=[CH:4][CH:5]=2)[C:20]=1[C:21]#[N:22]. The catalyst class is: 3. (2) Reactant: C([O:8][C:9]1[C:10]([O:20][CH3:21])=[CH:11][C:12]([N+:17]([O-:19])=[O:18])=[C:13]([CH:16]=1)[CH:14]=[O:15])C1C=CC=CC=1. Product: [OH:8][C:9]1[C:10]([O:20][CH3:21])=[CH:11][C:12]([N+:17]([O-:19])=[O:18])=[C:13]([CH:16]=1)[CH:14]=[O:15]. The catalyst class is: 55.